This data is from hERG Central: cardiac toxicity at 1µM, 10µM, and general inhibition. The task is: Predict hERG channel inhibition at various concentrations. (1) The compound is CC(C)OCCCn1c(=O)c2ccccc2n2c(CCC(=O)NC3CCN(Cc4ccccc4)CC3)nnc12. Results: hERG_inhib (hERG inhibition (general)): blocker. (2) The molecule is Cc1ccc(Cl)c(OCC(=O)NC2CCN(Cc3ccccc3)CC2)c1. Results: hERG_inhib (hERG inhibition (general)): blocker. (3) The molecule is Cc1cc(Cl)c(OCCOCCN2CCC(C)CC2)c(Br)c1.O=C(O)C(=O)O. Results: hERG_inhib (hERG inhibition (general)): blocker. (4) The drug is Cc1ccc(-n2cc(CNCCN3CCOC3=O)c(-c3ccc(F)cc3)n2)cc1. Results: hERG_inhib (hERG inhibition (general)): blocker. (5) The compound is CC1CC(C)CN(C/C=C/c2ccccc2[N+](=O)[O-])C1. Results: hERG_inhib (hERG inhibition (general)): blocker. (6) The compound is CCOC(=O)N1CCC(N2C(=O)c3ccccc3C2Nc2ccc(S(=O)(=O)N3CCCCC3)cc2)CC1. Results: hERG_inhib (hERG inhibition (general)): blocker.